Regression. Given a peptide amino acid sequence and an MHC pseudo amino acid sequence, predict their binding affinity value. This is MHC class II binding data. From a dataset of Peptide-MHC class II binding affinity with 134,281 pairs from IEDB. The peptide sequence is AQNGVQAMSSLGSSL. The MHC is DRB1_1602 with pseudo-sequence DRB1_1602. The binding affinity (normalized) is 0.0301.